Predict the product of the given reaction. From a dataset of Forward reaction prediction with 1.9M reactions from USPTO patents (1976-2016). (1) The product is: [CH3:1][O:2][C:3]1[CH:4]=[C:5]([S:9]([N:12]2[CH2:16][CH:15]([C:17]([N:38]3[CH2:37][CH2:36][N:35]([C:31]4[CH:32]=[CH:33][CH:34]=[C:29]([C:28]([F:41])([F:42])[F:27])[CH:30]=4)[CH2:40][CH2:39]3)=[O:19])[N:14]([C:20]3[CH:25]=[CH:24][CH:23]=[CH:22][CH:21]=3)[C:13]2=[O:26])(=[O:11])=[O:10])[CH:6]=[CH:7][CH:8]=1. Given the reactants [CH3:1][O:2][C:3]1[CH:4]=[C:5]([S:9]([N:12]2[CH2:16][CH:15]([C:17]([OH:19])=O)[N:14]([C:20]3[CH:25]=[CH:24][CH:23]=[CH:22][CH:21]=3)[C:13]2=[O:26])(=[O:11])=[O:10])[CH:6]=[CH:7][CH:8]=1.[F:27][C:28]([F:42])([F:41])[C:29]1[CH:30]=[C:31]([N:35]2[CH2:40][CH2:39][NH:38][CH2:37][CH2:36]2)[CH:32]=[CH:33][CH:34]=1, predict the reaction product. (2) Given the reactants [CH3:1][O:2][CH2:3][CH2:4][O:5][C:6]1[CH:11]=[C:10]([CH3:12])[C:9](B2OC(C)(C)C(C)(C)O2)=[CH:8][N:7]=1.Br[C:23]1[C:24]2[CH:31]=[C:30]([CH2:32][O:33][C:34]3[CH:39]=[CH:38][C:37]([C@@H:40]([C:47]#[C:48][CH3:49])[CH2:41][C:42]([O:44][CH2:45][CH3:46])=[O:43])=[CH:36][CH:35]=3)[CH:29]=[CH:28][C:25]=2[S:26][CH:27]=1.C([O-])([O-])=O.[Cs+].[Cs+], predict the reaction product. The product is: [CH3:1][O:2][CH2:3][CH2:4][O:5][C:6]1[N:7]=[CH:8][C:9]([C:23]2[C:24]3[CH:31]=[C:30]([CH2:32][O:33][C:34]4[CH:35]=[CH:36][C:37]([C@@H:40]([C:47]#[C:48][CH3:49])[CH2:41][C:42]([O:44][CH2:45][CH3:46])=[O:43])=[CH:38][CH:39]=4)[CH:29]=[CH:28][C:25]=3[S:26][CH:27]=2)=[C:10]([CH3:12])[CH:11]=1. (3) Given the reactants [N+:1]([C:4]1[CH:5]=[C:6]2[C:10](=[CH:11][CH:12]=1)[NH:9][CH:8]=[C:7]2[C:13]1[CH:18]2[CH2:19][CH2:20][N:15]([CH2:16][CH2:17]2)[CH:14]=1)([O-])=O.[H][H], predict the reaction product. The product is: [N:15]12[CH2:16][CH2:17][CH:18]([CH2:19][CH2:20]1)[CH:13]([C:7]1[C:6]3[C:10](=[CH:11][CH:12]=[C:4]([NH2:1])[CH:5]=3)[NH:9][CH:8]=1)[CH2:14]2. (4) The product is: [Br:18][C:9]1[C:8]2[NH:7][C:6]3[CH:11]([CH2:14][C:15]([OH:17])=[O:16])[CH2:12][CH2:13][C:5]=3[C:4]=2[CH:3]=[C:2]([F:1])[CH:10]=1. Given the reactants [F:1][C:2]1[CH:10]=[CH:9][C:8]2[NH:7][C:6]3[CH:11]([CH2:14][C:15]([OH:17])=[O:16])[CH2:12][CH2:13][C:5]=3[C:4]=2[CH:3]=1.[Br-:18].[Br-].[Br-].[NH+]1C=CC=CC=1.[NH+]1C=CC=CC=1.[NH+]1C=CC=CC=1, predict the reaction product. (5) Given the reactants Cl.C([NH:9][CH2:10][C:11]([NH:13][CH:14]([C:21]1[CH:26]=[CH:25][CH:24]=[CH:23][CH:22]=1)[CH2:15][C:16]([O:18][CH2:19][CH3:20])=[O:17])=[O:12])(OC(C)(C)C)=O, predict the reaction product. The product is: [NH2:9][CH2:10][C:11]([NH:13][CH:14]([C:21]1[CH:22]=[CH:23][CH:24]=[CH:25][CH:26]=1)[CH2:15][C:16]([O:18][CH2:19][CH3:20])=[O:17])=[O:12]. (6) The product is: [ClH:19].[ClH:19].[ClH:19].[Cl:19][C:20]1[CH:50]=[CH:49][C:23]2[N:24]3[C:28]([CH2:29][N:30]([CH:32]4[CH2:36][CH2:35][N:34]([CH:2]([CH3:4])[CH3:1])[CH2:33]4)[CH2:31][C:22]=2[CH:21]=1)=[N:27][N:26]=[C:25]3[CH:37]1[CH2:38][CH2:39][N:40]([C:43]2[CH:48]=[CH:47][CH:46]=[CH:45][N:44]=2)[CH2:41][CH2:42]1. Given the reactants [CH3:1][C:2]([CH3:4])=O.C(O[BH-](OC(=O)C)OC(=O)C)(=O)C.[Na+].[Cl:19][C:20]1[CH:50]=[CH:49][C:23]2[N:24]3[C:28]([CH2:29][N:30]([CH:32]4[CH2:36][CH2:35][NH:34][CH2:33]4)[CH2:31][C:22]=2[CH:21]=1)=[N:27][N:26]=[C:25]3[CH:37]1[CH2:42][CH2:41][N:40]([C:43]2[CH:48]=[CH:47][CH:46]=[CH:45][N:44]=2)[CH2:39][CH2:38]1.C(=O)(O)[O-].[Na+], predict the reaction product. (7) Given the reactants [OH:1][C:2]1[CH:11]=[C:10]2[C:5]([CH2:6][CH2:7][CH:8]([C:12]([O:14][CH3:15])=[O:13])[CH2:9]2)=[CH:4][CH:3]=1.C(=O)([O-])[O-].[K+].[K+].Cl.Cl[CH2:24][C:25]1[CH:30]=[CH:29][N:28]=[CH:27][CH:26]=1.O, predict the reaction product. The product is: [N:28]1[CH:29]=[CH:30][C:25]([CH2:24][O:1][C:2]2[CH:11]=[C:10]3[C:5]([CH2:6][CH2:7][CH:8]([C:12]([O:14][CH3:15])=[O:13])[CH2:9]3)=[CH:4][CH:3]=2)=[CH:26][CH:27]=1. (8) The product is: [N:28]1([C:25]2[CH:26]=[CH:27][C:22]([CH2:21][NH:20][C:18]([N:15]3[CH2:14][CH2:13][CH:12]([NH:11][C:10]4[CH:37]=[CH:38][C:7]([CH2:6][CH2:5][NH:4][CH2:67][C@H:65]([OH:66])[CH2:64][O:63][C:60]5[CH:61]=[CH:62][C:57]([OH:56])=[CH:58][CH:59]=5)=[CH:8][CH:9]=4)[CH2:17][CH2:16]3)=[O:19])=[C:23]([C:33]([F:36])([F:35])[F:34])[CH:24]=2)[CH:32]=[CH:31][CH:30]=[N:29]1. Given the reactants C(O)=O.[NH2:4][CH2:5][CH2:6][C:7]1[CH:38]=[CH:37][C:10]([NH:11][CH:12]2[CH2:17][CH2:16][N:15]([C:18]([NH:20][CH2:21][C:22]3[CH:27]=[CH:26][C:25]([N:28]4[CH:32]=[CH:31][CH:30]=[N:29]4)=[CH:24][C:23]=3[C:33]([F:36])([F:35])[F:34])=[O:19])[CH2:14][CH2:13]2)=[CH:9][CH:8]=1.C([Si]([O:56][C:57]1[CH:62]=[CH:61][C:60]([O:63][CH2:64][CH:65]2[CH2:67][O:66]2)=[CH:59][CH:58]=1)(C1C=CC=CC=1)C1C=CC=CC=1)(C)(C)C, predict the reaction product. (9) Given the reactants [Cl:1][C:2]1[CH:3]=[C:4]([CH:13]=[C:14]([Cl:16])[CH:15]=1)[CH2:5][N:6]1[CH:10]=[CH:9][N:8]=[C:7]1[CH2:11]O.S(Cl)([Cl:19])=O, predict the reaction product. The product is: [ClH:1].[Cl:19][CH2:11][C:7]1[N:6]([CH2:5][C:4]2[CH:3]=[C:2]([Cl:1])[CH:15]=[C:14]([Cl:16])[CH:13]=2)[CH:10]=[CH:9][N:8]=1. (10) The product is: [CH3:8][C:7]1[CH:6]=[C:5]([O:9][CH3:10])[C:4]([CH3:11])=[CH:3][C:2]=1[B:17]([OH:22])[OH:18]. Given the reactants Br[C:2]1[C:7]([CH3:8])=[CH:6][C:5]([O:9][CH3:10])=[C:4]([CH3:11])[CH:3]=1.C([Li])CCC.[B:17](OC(C)C)([O:22]C(C)C)[O:18]C(C)C, predict the reaction product.